This data is from Full USPTO retrosynthesis dataset with 1.9M reactions from patents (1976-2016). The task is: Predict the reactants needed to synthesize the given product. (1) Given the product [CH3:13][N:14](/[CH:16]=[C:3](\[C:2](=[O:1])[CH2:9][CH3:10])/[C:4]([O:6][CH2:7][CH3:8])=[O:5])[CH3:15], predict the reactants needed to synthesize it. The reactants are: [O:1]=[C:2]([CH2:9][CH3:10])[CH2:3][C:4]([O:6][CH2:7][CH3:8])=[O:5].CO[CH:13](OC)[N:14]([CH3:16])[CH3:15]. (2) Given the product [CH2:43]([O:42][C:40]([C:39]1[C:38]([CH2:45][CH2:46][C:47]2[CH:48]=[CH:49][C:50]([F:53])=[CH:51][CH:52]=2)=[N:37][C:6]2[C@H:8]3[N:9]([C:13](=[O:15])[C:5]=2[C:4]=1[C:23]1[O:27][CH:26]=[C:25]([C:28]([OH:30])=[O:29])[CH:24]=1)[CH2:10][CH2:11][CH2:12]3)=[O:41])[CH3:44], predict the reactants needed to synthesize it. The reactants are: C(O[C:4](=O)[CH2:5][C:6]([C@@H:8]1[CH2:12][CH2:11][CH2:10][N:9]1[C:13]([O:15]C(C)(C)C)=O)=O)C.C([C:23]1[O:27][CH:26]=[C:25]([C:28]([OH:30])=[O:29])[CH:24]=1)=O.N1CCCCC1.[NH2:37]/[C:38](/[CH2:45][CH2:46][C:47]1[CH:52]=[CH:51][C:50]([F:53])=[CH:49][CH:48]=1)=[CH:39]\[C:40]([O:42][CH2:43][CH3:44])=[O:41].C(O)(C(F)(F)F)=O.